Dataset: Aqueous solubility values for 9,982 compounds from the AqSolDB database. Task: Regression/Classification. Given a drug SMILES string, predict its absorption, distribution, metabolism, or excretion properties. Task type varies by dataset: regression for continuous measurements (e.g., permeability, clearance, half-life) or binary classification for categorical outcomes (e.g., BBB penetration, CYP inhibition). For this dataset (solubility_aqsoldb), we predict Y. The compound is C=CCCN=C=S. The Y is -2.39 log mol/L.